This data is from Full USPTO retrosynthesis dataset with 1.9M reactions from patents (1976-2016). The task is: Predict the reactants needed to synthesize the given product. (1) Given the product [NH2:27][C:11]1[CH:10]=[C:9]([OH:8])[CH:14]=[CH:13][C:12]=1[N:15]1[CH2:19][CH2:18][CH:17]([CH2:20][C:21]([O:23][CH2:24][CH3:25])=[O:22])[C:16]1=[O:26], predict the reactants needed to synthesize it. The reactants are: C([O:8][C:9]1[CH:14]=[CH:13][C:12]([N:15]2[CH2:19][CH2:18][CH:17]([CH2:20][C:21]([O:23][CH2:24][CH3:25])=[O:22])[C:16]2=[O:26])=[C:11]([N+:27]([O-])=O)[CH:10]=1)C1C=CC=CC=1.C1COCC1.[H][H]. (2) The reactants are: [F:1][C:2]1[CH:7]=[CH:6][CH:5]=[CH:4][C:3]=1[C:8]1[N:9]=[N:10][N:11]2[C:20]3[C:15](=[CH:16][CH:17]=[CH:18][CH:19]=3)[C:14](OS(C3C=CC(C)=CC=3)(=O)=O)=[N:13][C:12]=12.C(N(CC)CC)C.[NH:39]1[CH2:44][CH2:43][O:42][CH2:41][CH2:40]1.ClCCl. Given the product [F:1][C:2]1[CH:7]=[CH:6][CH:5]=[CH:4][C:3]=1[C:8]1[N:9]=[N:10][N:11]2[C:20]3[C:15](=[CH:16][CH:17]=[CH:18][CH:19]=3)[C:14]([N:39]3[CH2:44][CH2:43][O:42][CH2:41][CH2:40]3)=[N:13][C:12]=12, predict the reactants needed to synthesize it. (3) Given the product [F:59][C:60]([F:65])([F:64])[C:61]([OH:63])=[O:62].[Cl:1][C:2]1[CH:3]=[CH:4][C:5]([O:27][C:47]2[C:48]([F:50])=[CH:49][C:44]([S:41]([NH:33][C:31]3[N:30]=[CH:29][S:28][CH:32]=3)(=[O:43])=[O:42])=[C:45]([F:52])[CH:46]=2)=[C:6]([C:8]2[CH:13]=[CH:12][N:11]=[C:10]([N:14]3[CH2:15][CH2:16][NH:17][CH2:18][CH2:19]3)[N:9]=2)[CH:7]=1, predict the reactants needed to synthesize it. The reactants are: [Cl:1][C:2]1[CH:3]=[CH:4][C:5]([OH:27])=[C:6]([C:8]2[CH:13]=[CH:12][N:11]=[C:10]([N:14]3[CH2:19][CH2:18][N:17](C(OC(C)(C)C)=O)[CH2:16][CH2:15]3)[N:9]=2)[CH:7]=1.[S:28]1[CH:32]=[C:31]([N:33]([S:41]([C:44]2[CH:49]=[C:48]([F:50])[C:47](F)=[CH:46][C:45]=2[F:52])(=[O:43])=[O:42])C(=O)OC(C)(C)C)[N:30]=[CH:29]1.C(=O)([O-])[O-].[K+].[K+].[F:59][C:60]([F:65])([F:64])[C:61]([OH:63])=[O:62]. (4) Given the product [CH3:3][C:4]1[CH:5]=[C:6]([NH:10][C:11]2[S:12][C:13]([CH2:22][CH2:23][C:24]([OH:26])=[O:25])=[C:14]([C:16]3[CH:21]=[CH:20][N:19]=[CH:18][CH:17]=3)[N:15]=2)[CH:7]=[CH:8][CH:9]=1, predict the reactants needed to synthesize it. The reactants are: [OH-].[Na+].[CH3:3][C:4]1[CH:5]=[C:6]([NH:10][C:11]2[S:12][C:13]([CH2:22][CH2:23][C:24]([O:26]C)=[O:25])=[C:14]([C:16]3[CH:21]=[CH:20][N:19]=[CH:18][CH:17]=3)[N:15]=2)[CH:7]=[CH:8][CH:9]=1. (5) Given the product [Cl:1][C:2]1[CH:3]=[C:4]([CH:18]=[CH:19][CH:20]=1)[CH2:5][NH:6][C:7]([C:9]1[CH:10]=[CH:11][C:12]2[C:16]([CH:17]=1)=[N:15][N:14]([CH2:29][CH2:28][N:25]1[C:26]([CH3:27])=[C:22]([Cl:21])[C:23]([CH3:31])=[N:24]1)[CH:13]=2)=[O:8], predict the reactants needed to synthesize it. The reactants are: [Cl:1][C:2]1[CH:3]=[C:4]([CH:18]=[CH:19][CH:20]=1)[CH2:5][NH:6][C:7]([C:9]1[CH:17]=[C:16]2[C:12]([CH:13]=[N:14][NH:15]2)=[CH:11][CH:10]=1)=[O:8].[Cl:21][C:22]1[C:23]([CH3:31])=[N:24][N:25]([CH2:28][CH2:29]Cl)[C:26]=1[CH3:27].N1C2C(=CC=CC=2)C=N1. (6) Given the product [CH3:53][O:52][C:50](=[O:51])[CH2:49][C:40]1[CH:41]=[CH:42][C:43]([C:45]([F:47])([F:46])[F:48])=[CH:44][C:39]=1[C:37]#[C:38][C:2]1[C:7]([C:8]([F:11])([F:10])[F:9])=[CH:6][N:5]=[C:4]([NH:12][C:13]2[CH:18]=[CH:17][C:16]([CH:19]3[CH2:24][CH2:23][N:22]([C:25]([O:27][C:28]([CH3:31])([CH3:30])[CH3:29])=[O:26])[CH2:21][CH2:20]3)=[CH:15][CH:14]=2)[N:3]=1, predict the reactants needed to synthesize it. The reactants are: Cl[C:2]1[C:7]([C:8]([F:11])([F:10])[F:9])=[CH:6][N:5]=[C:4]([NH:12][C:13]2[CH:18]=[CH:17][C:16]([CH:19]3[CH2:24][CH2:23][N:22]([C:25]([O:27][C:28]([CH3:31])([CH3:30])[CH3:29])=[O:26])[CH2:21][CH2:20]3)=[CH:15][CH:14]=2)[N:3]=1.F[B-](F)(F)F.[C:37]([C:39]1[CH:44]=[C:43]([C:45]([F:48])([F:47])[F:46])[CH:42]=[CH:41][C:40]=1[CH2:49][C:50]([O:52][CH3:53])=[O:51])#[CH:38].CN(C=O)C.